Dataset: Reaction yield outcomes from USPTO patents with 853,638 reactions. Task: Predict the reaction yield, written as a fraction of the theoretical maximum amount of product (1.0 means a 100% yield; for example, 0.34 means a 34% yield). (1) The catalyst is C(Cl)Cl. The reactants are [CH3:1][O:2][CH2:3][C@@H:4]([O:45][CH3:46])[O:5][C:6]1[CH:7]=[C:8]([C:23]2[NH:27][C:26]([C:28]([NH:30][C@H:31]([C:35]([O:37][CH2:38][C:39]3[CH:44]=[CH:43][CH:42]=[CH:41][CH:40]=3)=[O:36])[C@@H:32]([CH3:34])[OH:33])=O)=[CH:25][CH:24]=2)[CH:9]=[C:10]([O:12][C:13]2[CH:18]=[N:17][C:16]([S:19]([CH3:22])(=[O:21])=[O:20])=[CH:15][N:14]=2)[CH:11]=1.COCCN(S(F)(F)F)CCOC.C(=O)([O-])[O-].[K+].[K+].C(=O)([O-])O.[Na+]. The product is [CH3:1][O:2][CH2:3][C@@H:4]([O:45][CH3:46])[O:5][C:6]1[CH:7]=[C:8]([C:23]2[NH:27][C:26]([C:28]3[O:33][C@@H:32]([CH3:34])[C@@H:31]([C:35]([O:37][CH2:38][C:39]4[CH:44]=[CH:43][CH:42]=[CH:41][CH:40]=4)=[O:36])[N:30]=3)=[CH:25][CH:24]=2)[CH:9]=[C:10]([O:12][C:13]2[CH:18]=[N:17][C:16]([S:19]([CH3:22])(=[O:21])=[O:20])=[CH:15][N:14]=2)[CH:11]=1. The yield is 0.740. (2) The reactants are [N+:1]([C:4]1[CH:5]=[CH:6][C:7]([F:11])=[C:8]([CH:10]=1)[NH2:9])([O-:3])=[O:2].CO[CH:14]1[CH2:18][CH2:17][CH:16](OC)O1. The catalyst is C(O)(=O)C. The product is [F:11][C:7]1[CH:6]=[CH:5][C:4]([N+:1]([O-:3])=[O:2])=[CH:10][C:8]=1[N:9]1[CH:14]=[CH:18][CH:17]=[CH:16]1. The yield is 0.780. (3) The reactants are [Si:1]([O:8][C:9]1([CH2:13][CH:14]([OH:17])CO)[CH2:12][CH2:11][CH2:10]1)([C:4]([CH3:7])([CH3:6])[CH3:5])([CH3:3])[CH3:2].C1COCC1.CC(O)(C)C.O.I([O-])(=O)(=O)=O.[Na+].CCOC(C)=O.CCCCCC. The catalyst is O. The product is [Si:1]([O:8][C:9]1([CH2:13][CH:14]=[O:17])[CH2:10][CH2:11][CH2:12]1)([C:4]([CH3:7])([CH3:6])[CH3:5])([CH3:3])[CH3:2]. The yield is 0.962. (4) The reactants are [CH2:1]([N:3]1[C:7]2=[N:8][C:9]([CH2:32][CH3:33])=[C:10]([CH2:19][NH:20][C:21]([C:23]3[CH:31]=[CH:30][C:26]([C:27]([OH:29])=O)=[CH:25][CH:24]=3)=[O:22])[C:11]([NH:12][CH:13]3[CH2:18][CH2:17][O:16][CH2:15][CH2:14]3)=[C:6]2[CH:5]=[N:4]1)[CH3:2].[NH2:34][CH2:35][C:36]1[CH:37]=[CH:38][C:39]([F:62])=[C:40]([C:42]2[CH:47]=[CH:46][CH:45]=[C:44]([CH2:48]N3CCN(C(OC(C)(C)C)=O)CC3)[CH:43]=2)[CH:41]=1.CN(C(O[N:71]1N=[N:78][C:73]2C=CC=C[C:72]1=2)=[N+](C)C)C.F[P-](F)(F)(F)(F)F.[CH3:87][CH2:88]N(CC)CC. The catalyst is C(Cl)Cl. The product is [CH2:1]([N:3]1[C:7]2=[N:8][C:9]([CH2:32][CH3:33])=[C:10]([CH2:19][NH:20][C:21]([C:23]3[CH:24]=[CH:25][C:26]([C:27]([NH:34][CH2:35][C:36]4[CH:41]=[C:40]([C:42]5[CH:47]=[CH:46][CH:45]=[C:44]([CH2:48][N:71]6[CH2:72][CH2:73][NH:78][CH2:88][CH2:87]6)[CH:43]=5)[C:39]([F:62])=[CH:38][CH:37]=4)=[O:29])=[CH:30][CH:31]=3)=[O:22])[C:11]([NH:12][CH:13]3[CH2:14][CH2:15][O:16][CH2:17][CH2:18]3)=[C:6]2[CH:5]=[N:4]1)[CH3:2]. The yield is 0.390.